From a dataset of Forward reaction prediction with 1.9M reactions from USPTO patents (1976-2016). Predict the product of the given reaction. (1) The product is: [CH:1]1([N:4]2[CH2:9][C:8]3([CH2:10][CH2:11][N:12]([CH:15]([C:21]4[CH:22]=[CH:23][C:24]([C:27]5[CH:36]=[C:35]6[C:30]([CH:31]=[CH:32][CH:33]=[N:34]6)=[CH:29][CH:28]=5)=[CH:25][CH:26]=4)[CH2:16][C:17]([OH:19])=[O:18])[CH2:13][CH2:14]3)[O:7][CH2:6][C:5]2=[O:37])[CH2:3][CH2:2]1. Given the reactants [CH:1]1([N:4]2[CH2:9][C:8]3([CH2:14][CH2:13][N:12]([CH:15]([C:21]4[CH:26]=[CH:25][C:24]([C:27]5[CH:36]=[C:35]6[C:30]([CH:31]=[CH:32][CH:33]=[N:34]6)=[CH:29][CH:28]=5)=[CH:23][CH:22]=4)[CH2:16][C:17]([O:19]C)=[O:18])[CH2:11][CH2:10]3)[O:7][CH2:6][C:5]2=[O:37])[CH2:3][CH2:2]1.[Li+].[OH-], predict the reaction product. (2) The product is: [CH:47]1(/[CH:46]=[CH:45]/[CH2:44][C@@H:8]2[C@@H:9]([OH:40])[C@@H:10]([O:16][C@@H:17]3[C@@H:22]([OH:23])[C@@H:21]([OH:27])[C@H:20]([OH:31])[C@@H:19]([CH2:35][OH:36])[O:18]3)[C@H:11]([OH:12])[C@@H:6]([CH2:5][OH:4])[O:7]2)[CH2:52][CH2:51][CH2:50][CH2:49][CH2:48]1. Given the reactants C([O:4][CH2:5][C@@H:6]1[C@@H:11]([O:12]C(=O)C)[C@H:10]([O:16][C@@H:17]2[C@@H:22]([O:23]C(=O)C)[C@@H:21]([O:27]C(=O)C)[C@H:20]([O:31]C(=O)C)[C@@H:19]([CH2:35][O:36]C(=O)C)[O:18]2)[C@H:9]([O:40]C(=O)C)[C@@H:8]([CH2:44]/[CH:45]=[CH:46]/[CH:47]2[CH2:52][CH2:51][CH2:50][CH2:49][CH2:48]2)[O:7]1)(=O)C.C[O-].[Na+].CO, predict the reaction product. (3) Given the reactants [Cl:1][C:2]1[N:3]=[N:4][C:5]([NH:8][NH2:9])=[CH:6][CH:7]=1.[OH:10][C:11]1[CH:18]=[C:17]([OH:19])[C:16]([OH:20])=[CH:15][C:12]=1[CH:13]=O, predict the reaction product. The product is: [Cl:1][C:2]1[N:3]=[N:4][C:5]([NH:8][N:9]=[CH:13][C:12]2[CH:15]=[C:16]([OH:20])[C:17]([OH:19])=[CH:18][C:11]=2[OH:10])=[CH:6][CH:7]=1. (4) Given the reactants [C:1]([S@@:5](/[N:7]=[CH:8]/[C:9]1[S:13][C:12]([C:14]([O:16][C:17]([CH3:20])([CH3:19])[CH3:18])=[O:15])=[CH:11][CH:10]=1)=[O:6])([CH3:4])([CH3:3])[CH3:2].C(=O)=O.[CH2:24]([Mg]Br)[CH:25]([CH3:27])[CH3:26], predict the reaction product. The product is: [CH3:2][C:1]([CH3:4])([S@@:5]([NH:7][C@@H:8]([C:9]1[S:13][C:12]([C:14]([O:16][C:17]([CH3:20])([CH3:19])[CH3:18])=[O:15])=[CH:11][CH:10]=1)[CH2:24][CH:25]([CH3:27])[CH3:26])=[O:6])[CH3:3].[CH3:2][C:1]([CH3:4])([S@@:5]([NH:7][C@H:8]([C:9]1[S:13][C:12]([C:14]([O:16][C:17]([CH3:20])([CH3:19])[CH3:18])=[O:15])=[CH:11][CH:10]=1)[CH2:24][CH:25]([CH3:27])[CH3:26])=[O:6])[CH3:3]. (5) Given the reactants BrC1C=CC2OC3C(=O)NC(C4CCNCC4)=NC=3C=2C=1.BrC1C=CC2OC3C(=O)NC(C4CCN(C(OC(C)(C)C)=O)CC4)=NC=3C=2C=1.[NH2:50][C:51]([C:53]1[O:54][C:55]2[CH:77]=[CH:76][C:75]([Br:78])=[CH:74][C:56]=2[C:57]=1[NH:58][C:59]([C@@H:61]1[CH2:65][CH2:64][C:63](=[O:66])[N:62]1C(OC(C)(C)C)=O)=[O:60])=[O:52], predict the reaction product. The product is: [NH2:50][C:51]([C:53]1[O:54][C:55]2[CH:77]=[CH:76][C:75]([Br:78])=[CH:74][C:56]=2[C:57]=1[NH:58][C:59](=[O:60])[C@@H:61]1[CH2:65][CH2:64][C:63](=[O:66])[NH:62]1)=[O:52]. (6) Given the reactants [Cl:1][C:2]1[CH:10]=[C:9]2[C:5]([CH2:6][C:7](=[O:11])[NH:8]2)=[CH:4][CH:3]=1.[H-].[Na+].[CH3:14][O:15][CH2:16][CH2:17][O:18][CH2:19][CH2:20][O:21][C:22]1[CH:31]=[C:30]2[C:25]([C:26](SC)=[N:27][CH:28]=[N:29]2)=[CH:24][CH:23]=1.Cl, predict the reaction product. The product is: [ClH:1].[Cl:1][C:2]1[CH:10]=[C:9]2[C:5]([CH:6]([C:26]3[C:25]4[C:30](=[CH:31][C:22]([O:21][CH2:20][CH2:19][O:18][CH2:17][CH2:16][O:15][CH3:14])=[CH:23][CH:24]=4)[N:29]=[CH:28][N:27]=3)[C:7](=[O:11])[NH:8]2)=[CH:4][CH:3]=1. (7) Given the reactants [Cl:1][C:2]1[N:3]=[C:4]([C:11]([O:13][CH2:14][CH3:15])=C)[C:5]2[CH2:10][CH2:9][CH2:8][C:6]=2[N:7]=1.[Mn]([O-])(=O)(=O)=[O:17].[K+], predict the reaction product. The product is: [Cl:1][C:2]1[N:3]=[C:4]([C:11]([O:13][CH2:14][CH3:15])=[O:17])[C:5]2[CH2:10][CH2:9][CH2:8][C:6]=2[N:7]=1. (8) Given the reactants Cl[C:2]1[C:7]([C:8]#[N:9])=[C:6]([C:10]2[CH:15]=[CH:14][C:13]([O:16][CH2:17][CH2:18][OH:19])=[CH:12][CH:11]=2)[C:5]([C:20]#[N:21])=[C:4]([O:22][CH3:23])[N:3]=1.[S-2:24].[Na+].[Na+].C(=O)([O-])[O-].[K+].[K+].Cl.[N:34]1[CH:39]=[CH:38][CH:37]=[C:36]([CH2:40]Cl)[CH:35]=1, predict the reaction product. The product is: [OH:19][CH2:18][CH2:17][O:16][C:13]1[CH:14]=[CH:15][C:10]([C:6]2[C:7]([C:8]#[N:9])=[C:2]([S:24][CH2:40][C:36]3[CH:35]=[N:34][CH:39]=[CH:38][CH:37]=3)[N:3]=[C:4]([O:22][CH3:23])[C:5]=2[C:20]#[N:21])=[CH:11][CH:12]=1. (9) The product is: [NH3:1].[CH2:37]([O:44][C:45]1[CH:50]=[CH:49][C:48]([C@@H:51]([O:54][Si:55]([C:58]([CH3:59])([CH3:61])[CH3:60])([CH3:57])[CH3:56])[CH2:52][NH:1][CH2:2][CH2:3][C:4]2[CH:5]=[CH:6][C:7]([O:8][CH2:9][CH2:10][CH2:11][C:12]3[CH:17]=[CH:16][C:15]([OH:18])=[C:14]([C@@H:19]([C:29]4[CH:30]=[CH:31][CH:32]=[CH:33][CH:34]=4)[CH2:20][CH2:21][N:22]([CH:26]([CH3:27])[CH3:28])[CH:23]([CH3:25])[CH3:24])[CH:13]=3)=[CH:35][CH:36]=2)=[CH:47][C:46]=1[NH:62][S:63]([CH3:66])(=[O:64])=[O:65])[C:38]1[CH:43]=[CH:42][CH:41]=[CH:40][CH:39]=1. Given the reactants [NH2:1][CH2:2][CH2:3][C:4]1[CH:36]=[CH:35][C:7]([O:8][CH2:9][CH2:10][CH2:11][C:12]2[CH:17]=[CH:16][C:15]([OH:18])=[C:14]([C@@H:19]([C:29]3[CH:34]=[CH:33][CH:32]=[CH:31][CH:30]=3)[CH2:20][CH2:21][N:22]([CH:26]([CH3:28])[CH3:27])[CH:23]([CH3:25])[CH3:24])[CH:13]=2)=[CH:6][CH:5]=1.[CH2:37]([O:44][C:45]1[CH:50]=[CH:49][C:48]([C@@H:51]([O:54][Si:55]([C:58]([CH3:61])([CH3:60])[CH3:59])([CH3:57])[CH3:56])[CH2:52]Br)=[CH:47][C:46]=1[NH:62][S:63]([CH3:66])(=[O:65])=[O:64])[C:38]1[CH:43]=[CH:42][CH:41]=[CH:40][CH:39]=1.C(OCC)(=O)C.O, predict the reaction product. (10) Given the reactants [F:1][C:2]1[CH:3]=[C:4]([CH:9]=[CH:10][C:11]=1[OH:12])[C:5]([O:7][CH3:8])=[O:6].C(=O)([O-])[O-].[K+].[K+].[I:19]I, predict the reaction product. The product is: [F:1][C:2]1[CH:3]=[C:4]([CH:9]=[C:10]([I:19])[C:11]=1[OH:12])[C:5]([O:7][CH3:8])=[O:6].